This data is from Peptide-MHC class I binding affinity with 185,985 pairs from IEDB/IMGT. The task is: Regression. Given a peptide amino acid sequence and an MHC pseudo amino acid sequence, predict their binding affinity value. This is MHC class I binding data. (1) The peptide sequence is FAAWIQQTY. The MHC is HLA-B46:01 with pseudo-sequence YYAMYREKYRQTDVSNLYLRYDSYTWAEWAYLWY. The binding affinity (normalized) is 0.553. (2) The peptide sequence is QKEEAAICGQMDLS. The MHC is HLA-B57:01 with pseudo-sequence HLA-B57:01. The binding affinity (normalized) is 0. (3) The peptide sequence is NMYSEICYS. The MHC is HLA-A69:01 with pseudo-sequence HLA-A69:01. The binding affinity (normalized) is 0.0847. (4) The peptide sequence is AFDLSHFLK. The binding affinity (normalized) is 0. The MHC is HLA-B54:01 with pseudo-sequence HLA-B54:01.